This data is from Peptide-MHC class I binding affinity with 185,985 pairs from IEDB/IMGT. The task is: Regression. Given a peptide amino acid sequence and an MHC pseudo amino acid sequence, predict their binding affinity value. This is MHC class I binding data. (1) The peptide sequence is AEIEDLIFLA. The MHC is HLA-B18:01 with pseudo-sequence HLA-B18:01. The binding affinity (normalized) is 0.0240. (2) The peptide sequence is VAPCLWAKM. The MHC is H-2-Kb with pseudo-sequence H-2-Kb. The binding affinity (normalized) is 0.740. (3) The peptide sequence is QVQMLINTY. The MHC is HLA-B08:02 with pseudo-sequence HLA-B08:02. The binding affinity (normalized) is 0.0847. (4) The peptide sequence is VSAQNISFK. The MHC is HLA-A03:01 with pseudo-sequence HLA-A03:01. The binding affinity (normalized) is 0.752. (5) The peptide sequence is VSDTTVLLH. The MHC is HLA-A01:01 with pseudo-sequence HLA-A01:01. The binding affinity (normalized) is 0.723. (6) The peptide sequence is AVSFRNLAY. The MHC is HLA-B44:02 with pseudo-sequence HLA-B44:02. The binding affinity (normalized) is 0.213.